Dataset: Reaction yield outcomes from USPTO patents with 853,638 reactions. Task: Predict the reaction yield, written as a fraction of the theoretical maximum amount of product (1.0 means a 100% yield; for example, 0.34 means a 34% yield). The reactants are [N:1]1[CH:6]=[CH:5][C:4]([C:7]2[C:8]([C:12]3[CH:17]=[CH:16][C:15]([C:18]#[C:19][C:20]4[CH:29]=[CH:28][C:27]5[C:22](=[CH:23][CH:24]=[CH:25][CH:26]=5)[N:21]=4)=[CH:14][CH:13]=3)=[N:9][NH:10][CH:11]=2)=[CH:3][CH:2]=1.C([O-])([O-])=O.[Cs+].[Cs+].[CH:36]1(B(O)O)[CH2:38][CH2:37]1.N1C2C(=CC=C3C=2N=CC=C3)C=CC=1. The catalyst is O1CCOCC1.CN(C1C=CN=CC=1)C.O. The product is [CH:36]1([N:10]2[CH:11]=[C:7]([C:4]3[CH:5]=[CH:6][N:1]=[CH:2][CH:3]=3)[C:8]([C:12]3[CH:17]=[CH:16][C:15]([C:18]#[C:19][C:20]4[CH:29]=[CH:28][C:27]5[C:22](=[CH:23][CH:24]=[CH:25][CH:26]=5)[N:21]=4)=[CH:14][CH:13]=3)=[N:9]2)[CH2:38][CH2:37]1. The yield is 0.370.